From a dataset of Full USPTO retrosynthesis dataset with 1.9M reactions from patents (1976-2016). Predict the reactants needed to synthesize the given product. (1) The reactants are: [CH2:1]([O:5][C:6]1[C:11]([CH3:12])=[CH:10][C:9]([CH2:13]C=O)=[CH:8][C:7]=1[CH3:16])[CH2:2][CH2:3][CH3:4].CC1C=C(C=C(C)C=1O)C=[O:22].C(=O)C1C=CC=CC=1.ICCCC. Given the product [CH2:1]([O:5][C:6]1[C:11]([CH3:12])=[CH:10][C:9]([CH:13]=[O:22])=[CH:8][C:7]=1[CH3:16])[CH2:2][CH2:3][CH3:4], predict the reactants needed to synthesize it. (2) Given the product [CH:51]1([CH2:49][NH:25][C@H:5]([C:6]2[CH:11]=[CH:10][C:9]([O:12][CH3:13])=[CH:8][CH:7]=2)[CH:4]=[CH2:3])[CH2:56][CH2:55]1, predict the reactants needed to synthesize it. The reactants are: C(=O)(OC)O[CH2:3]/[CH:4]=[CH:5]/[C:6]1[CH:11]=[CH:10][C:9]([O:12][CH3:13])=[CH:8][CH:7]=1.C1([C@@H]([N:25]([C@H:49]([C:51]2[CH:56]=[CH:55]C=CC=2)C)P2OC3C=CC4C=CC=CC=4C=3C3C4C(C=CC=3O2)=CC=CC=4)C)C=CC=CC=1.C1(NC)CC1.CC1C=CC(S(O)(=O)=O)=CC=1. (3) Given the product [Cl:12][C:8]1[CH:7]=[C:6]2[C:11]([C:2]([NH:13][CH:14]3[CH2:19][CH2:18][CH2:17][CH:16]([NH2:20])[CH2:15]3)=[CH:3][CH:4]=[N:5]2)=[CH:10][CH:9]=1, predict the reactants needed to synthesize it. The reactants are: Cl[C:2]1[C:11]2[C:6](=[CH:7][C:8]([Cl:12])=[CH:9][CH:10]=2)[N:5]=[CH:4][CH:3]=1.[NH2:13][CH:14]1[CH2:19][CH2:18][CH2:17][CH:16]([NH2:20])[CH2:15]1. (4) Given the product [Cl:25][C:23]1[CH:24]=[C:19]([C:13]2([C:15]([F:17])([F:16])[F:18])[O:12][N:11]=[C:10]([N:7]3[CH:8]=[CH:9][C:5]([C:3]([OH:4])=[O:2])=[N:6]3)[CH2:14]2)[CH:20]=[C:21]([Cl:26])[CH:22]=1, predict the reactants needed to synthesize it. The reactants are: C[O:2][C:3]([C:5]1[CH:9]=[CH:8][N:7]([C:10]2[CH2:14][C:13]([C:19]3[CH:24]=[C:23]([Cl:25])[CH:22]=[C:21]([Cl:26])[CH:20]=3)([C:15]([F:18])([F:17])[F:16])[O:12][N:11]=2)[N:6]=1)=[O:4].[OH-].[Na+].